This data is from Full USPTO retrosynthesis dataset with 1.9M reactions from patents (1976-2016). The task is: Predict the reactants needed to synthesize the given product. (1) The reactants are: [C:1]([OH:12])(=[O:11])/[CH:2]=[CH:3]/[CH2:4][CH2:5][CH2:6][CH2:7][CH2:8][CH2:9][CH3:10].Cl.[NH:14]1[CH2:19][CH2:18][O:17][CH2:16][CH:15]1[C:20]([O:22][CH3:23])=[O:21]. Given the product [C:1]([N:14]1[CH2:19][CH2:18][O:17][CH2:16][CH:15]1[C:20]([O:22][CH3:23])=[O:21])(=[O:12])/[CH:2]=[CH:3]/[CH2:4][CH2:5][CH2:6][CH2:7][CH2:8][CH2:9][CH3:10].[C:1]([N:14]1[CH2:19][CH2:18][O:17][CH2:16][CH:15]1[C:20]([OH:22])=[O:21])(=[O:11])/[CH:2]=[CH:3]/[CH2:4][CH2:5][CH2:6][CH2:7][CH2:8][CH2:9][CH3:10], predict the reactants needed to synthesize it. (2) Given the product [Cl:50][C:51]1[CH:52]=[CH:53][C:54]2[O:63][C:62]3[C:61](=[O:64])[NH:60][C:59]([C@@H:65]4[CH2:69][C:68]([F:71])([F:70])[CH2:67][NH:66]4)=[N:58][C:57]=3[C:55]=2[CH:56]=1, predict the reactants needed to synthesize it. The reactants are: BrC1C=CC2OC3C(=O)NC(C4CCNCC4)=NC=3C=2C=1.BrC1C=CC2OC3C(=O)NC(C4CCN(C(OC(C)(C)C)=O)CC4)=NC=3C=2C=1.[Cl:50][C:51]1[CH:52]=[CH:53][C:54]2[O:63][C:62]3[C:61](=[O:64])[NH:60][C:59]([C@H:65]4[CH2:69][C:68]([F:71])([F:70])[CH2:67][N:66]4C(OC(C)(C)C)=O)=[N:58][C:57]=3[C:55]=2[CH:56]=1. (3) Given the product [CH2:30]([N:13]1[CH2:12][CH2:11][N:10]([CH2:14][C:15]2[CH:20]=[CH:19][C:18]([C:21]3[CH:26]=[C:25]([CH3:27])[CH:24]=[CH:23][C:22]=3[Cl:28])=[CH:17][CH:16]=2)[CH2:9][C@@H:8]1[CH2:1][C:2]1[CH:7]=[CH:6][CH:5]=[CH:4][CH:3]=1)[CH3:31], predict the reactants needed to synthesize it. The reactants are: [CH2:1]([C@@H:8]1[NH:13][CH2:12][CH2:11][N:10]([CH2:14][C:15]2[CH:20]=[CH:19][C:18]([C:21]3[CH:26]=[C:25]([CH3:27])[CH:24]=[CH:23][C:22]=3[Cl:28])=[CH:17][CH:16]=2)[CH2:9]1)[C:2]1[CH:7]=[CH:6][CH:5]=[CH:4][CH:3]=1.Br[CH2:30][CH3:31].C(N(CC)C(C)C)(C)C. (4) Given the product [ClH:25].[ClH:25].[C:1]1([C:7]2[O:11][N:10]=[C:9]([N:12]3[CH2:17][CH2:16][NH:15][CH2:14][CH2:13]3)[N:8]=2)[CH:2]=[CH:3][CH:4]=[CH:5][CH:6]=1, predict the reactants needed to synthesize it. The reactants are: [C:1]1([C:7]2[O:11][N:10]=[C:9]([N:12]3[CH2:17][CH2:16][N:15](C(OC(C)(C)C)=O)[CH2:14][CH2:13]3)[N:8]=2)[CH:6]=[CH:5][CH:4]=[CH:3][CH:2]=1.[ClH:25]. (5) Given the product [F:28][CH:27]([F:29])[C:25]1[CH:24]=[CH:23][N:22]=[C:21]([NH:20][C:15]2[N:14]=[C:13]([C:11]3[N:10]=[N:9][N:8]([CH2:7][C:6]([OH:30])([CH3:31])[CH2:5][C:1]#[N:2])[CH:12]=3)[CH:18]=[C:17]([CH3:19])[CH:16]=2)[CH:26]=1, predict the reactants needed to synthesize it. The reactants are: [C-:1]#[N:2].[K+].Cl[CH2:5][C:6]([CH3:31])([OH:30])[CH2:7][N:8]1[CH:12]=[C:11]([C:13]2[CH:18]=[C:17]([CH3:19])[CH:16]=[C:15]([NH:20][C:21]3[CH:26]=[C:25]([CH:27]([F:29])[F:28])[CH:24]=[CH:23][N:22]=3)[N:14]=2)[N:10]=[N:9]1.[I-].[Na+]. (6) The reactants are: [I-].[C:2]([C:4]1[CH:13]=[C:12]2[C:7]([CH:8]=[CH:9][CH:10]=[N+:11]2[CH2:14][CH:15]=[CH2:16])=[CH:6][CH:5]=1)#[N:3].[OH-:17].[K+].O. Given the product [O:17]=[C:10]1[CH:9]=[CH:8][C:7]2[C:12](=[CH:13][C:4]([C:2]#[N:3])=[CH:5][CH:6]=2)[N:11]1[CH2:14][CH:15]=[CH2:16], predict the reactants needed to synthesize it.